Dataset: Retrosynthesis with 50K atom-mapped reactions and 10 reaction types from USPTO. Task: Predict the reactants needed to synthesize the given product. Given the product CSc1ccc(OCc2ccccc2)cc1C, predict the reactants needed to synthesize it. The reactants are: BrCc1ccccc1.CSc1ccc(O)cc1C.